Dataset: Full USPTO retrosynthesis dataset with 1.9M reactions from patents (1976-2016). Task: Predict the reactants needed to synthesize the given product. (1) Given the product [Cl:27][C:24]1[CH:23]=[CH:22][C:21]([CH:16]([O:17][CH2:18][C:19]#[CH:20])[C:15]([NH:40][CH2:41][CH2:42][C:43]2[CH:48]=[CH:47][C:46]([OH:49])=[C:45]([O:50][CH3:51])[CH:44]=2)=[O:28])=[CH:26][CH:25]=1, predict the reactants needed to synthesize it. The reactants are: [Cl:27][C:24]1[CH:23]=[CH:22][C:21]([CH:16]([O:17][CH2:18][C:19]#[CH:20])[C:15](OCCO[C:15](=[O:28])[CH:16]([C:21]2[CH:26]=[CH:25][C:24]([Cl:27])=[CH:23][CH:22]=2)[O:17][CH2:18][C:19]#[CH:20])=[O:28])=[CH:26][CH:25]=1.ClC1C=CC=CC=1.[NH2:40][CH2:41][CH2:42][C:43]1[CH:48]=[CH:47][C:46]([OH:49])=[C:45]([O:50][CH3:51])[CH:44]=1.CCN(CCO)CC. (2) Given the product [CH2:52]([C:49]1[CH:48]=[CH:47][C:46]([CH2:45][N:41]2[CH:42]=[CH:43][CH:44]=[C:40]2[C@@H:10]2[O:11][C@H:12]([CH2:31][OH:32])[C@@H:13]([OH:23])[C@H:14]([OH:15])[C@H:9]2[OH:8])=[CH:51][CH:50]=1)[CH3:53], predict the reactants needed to synthesize it. The reactants are: C([O:8][C@@H:9]1[C@@H:14]([O:15]CC2C=CC=CC=2)[C@H:13]([O:23]CC2C=CC=CC=2)[C@@H:12]([CH2:31][O:32]CC2C=CC=CC=2)[O:11][C@H:10]1[C:40]1[N:41]([CH2:45][C:46]2[CH:51]=[CH:50][C:49]([CH2:52][CH3:53])=[CH:48][CH:47]=2)[CH:42]=[CH:43][CH:44]=1)C1C=CC=CC=1.[H][H].